This data is from Reaction yield outcomes from USPTO patents with 853,638 reactions. The task is: Predict the reaction yield, written as a fraction of the theoretical maximum amount of product (1.0 means a 100% yield; for example, 0.34 means a 34% yield). (1) The reactants are [CH2:1]([O:8][C:9]1[CH:18]=[C:17]2[C:12]([C:13](=O)[NH:14][CH:15]=[N:16]2)=[CH:11][CH:10]=1)[C:2]1[CH:7]=[CH:6][CH:5]=[CH:4][CH:3]=1.CN(C=O)C.S(Cl)([Cl:27])=O. No catalyst specified. The product is [CH2:1]([O:8][C:9]1[CH:18]=[C:17]2[C:12]([C:13]([Cl:27])=[N:14][CH:15]=[N:16]2)=[CH:11][CH:10]=1)[C:2]1[CH:7]=[CH:6][CH:5]=[CH:4][CH:3]=1. The yield is 0.890. (2) The reactants are C(OC([N:8]1[CH2:13][CH2:12][CH:11]([N:14]2[C:18]3=[N:19][C:20]([N:23]([CH3:25])[CH3:24])=[CH:21][CH:22]=[C:17]3[N:16]([CH3:26])[C:15]2=[O:27])[CH2:10][CH2:9]1)=O)(C)(C)C.C(O)(C(F)(F)F)=O. The catalyst is C(Cl)Cl. The product is [CH3:24][N:23]([CH3:25])[C:20]1[N:19]=[C:18]2[N:14]([CH:11]3[CH2:12][CH2:13][NH:8][CH2:9][CH2:10]3)[C:15](=[O:27])[N:16]([CH3:26])[C:17]2=[CH:22][CH:21]=1. The yield is 0.960. (3) The catalyst is C1COCC1.C(OCC)(=O)C.O. The yield is 0.420. The product is [CH3:1][CH:2]([CH3:32])[CH2:3][CH2:4][NH:5][C:6]([C:8]1[N:9]=[N:10][C:11]([N:14]2[CH2:19][CH2:18][N:17]([C:20](=[O:31])[C:21]3[CH:26]=[CH:25][CH:24]=[CH:23][C:22]=3[S:27](=[O:29])(=[O:28])[NH2:54])[CH2:16][CH2:15]2)=[CH:12][CH:13]=1)=[O:7]. The reactants are [CH3:1][CH:2]([CH3:32])[CH2:3][CH2:4][NH:5][C:6]([C:8]1[N:9]=[N:10][C:11]([N:14]2[CH2:19][CH2:18][N:17]([C:20](=[O:31])[C:21]3[CH:26]=[CH:25][CH:24]=[CH:23][C:22]=3[S:27](C)(=[O:29])=[O:28])[CH2:16][CH2:15]2)=[CH:12][CH:13]=1)=[O:7].C[Mg]Cl.C(B(CCCC)CCCC)CCC.C([O-])(=O)C.[Na+].[NH2:54]OS(O)(=O)=O. (4) The reactants are [C:1]([O:5][C:6]([N:8]1[CH2:17][C:12]2([CH2:16][CH2:15][CH2:14][CH2:13]2)[N:11](CC2C=CC=CC=2)[CH2:10][C:9]1([CH3:26])[CH3:25])=[O:7])([CH3:4])([CH3:3])[CH3:2]. The catalyst is CO.[Pd]. The product is [C:1]([O:5][C:6]([N:8]1[CH2:17][C:12]2([CH2:16][CH2:15][CH2:14][CH2:13]2)[NH:11][CH2:10][C:9]1([CH3:26])[CH3:25])=[O:7])([CH3:4])([CH3:2])[CH3:3]. The yield is 0.950. (5) The reactants are [CH2:1]([CH2:3][NH2:4])[OH:2].[C:5]([O:9][C:10](=[O:13])[CH:11]=[CH2:12])([CH3:8])([CH3:7])[CH3:6].[CH2:14]([O:21][C:22](ON1C(=O)CCC1=O)=[O:23])[C:15]1[CH:20]=[CH:19][CH:18]=[CH:17][CH:16]=1.C(N(CC)CC)C. The catalyst is O1CCCC1.O. The product is [C:5]([O:9][C:10](=[O:13])[CH2:11][CH2:12][N:4]([C:22]([O:21][CH2:14][C:15]1[CH:20]=[CH:19][CH:18]=[CH:17][CH:16]=1)=[O:23])[CH2:3][CH2:1][OH:2])([CH3:8])([CH3:7])[CH3:6]. The yield is 0.850.